From a dataset of Forward reaction prediction with 1.9M reactions from USPTO patents (1976-2016). Predict the product of the given reaction. (1) Given the reactants [Cl:1][C:2]1[C:7]([C:8]2[CH:13]=[CH:12][CH:11]=[CH:10][CH:9]=2)=[N:6][N:5]=[C:4]2[N:14]([CH2:23][CH2:24][OH:25])[N:15]=[C:16]([C:17]3[CH:22]=[CH:21][CH:20]=[CH:19][CH:18]=3)[C:3]=12.CC(OI1(OC(C)=O)(OC(C)=O)OC(=O)C2C=CC=CC1=2)=O, predict the reaction product. The product is: [Cl:1][C:2]1[C:7]([C:8]2[CH:9]=[CH:10][CH:11]=[CH:12][CH:13]=2)=[N:6][N:5]=[C:4]2[N:14]([CH2:23][CH:24]=[O:25])[N:15]=[C:16]([C:17]3[CH:22]=[CH:21][CH:20]=[CH:19][CH:18]=3)[C:3]=12. (2) Given the reactants [NH2:1][C:2]1[N:10]=[CH:9][CH:8]=[CH:7][C:3]=1[C:4]([OH:6])=O.C(Cl)(=O)C([Cl:14])=O.[NH2:17][C:18]1[CH:23]=[CH:22][C:21]([Cl:24])=[CH:20][N:19]=1.N1C=CC=CC=1, predict the reaction product. The product is: [ClH:14].[NH2:1][C:2]1[C:3]([C:4]([NH:17][C:18]2[CH:23]=[CH:22][C:21]([Cl:24])=[CH:20][N:19]=2)=[O:6])=[CH:7][CH:8]=[CH:9][N:10]=1. (3) Given the reactants Cl.[CH3:2][CH:3]1[CH2:7][CH2:6][CH2:5][CH:4]1[NH2:8].C(N(CC)CC)C.[CH3:16][O:17][C:18]1[CH:19]=[C:20]([CH:24]=[C:25]([O:31][CH3:32])[C:26]=1[O:27][CH2:28][C:29]#[CH:30])[C:21](Cl)=[O:22], predict the reaction product. The product is: [CH3:2][CH:3]1[CH2:7][CH2:6][CH2:5][CH:4]1[NH:8][C:21](=[O:22])[C:20]1[CH:19]=[C:18]([O:17][CH3:16])[C:26]([O:27][CH2:28][C:29]#[CH:30])=[C:25]([O:31][CH3:32])[CH:24]=1. (4) Given the reactants [F:1][C:2]1[CH:7]=[CH:6][C:5]([C:8]2[C:9]([C:18]([OH:20])=O)=[CH:10][C:11]([S:14]([CH3:17])(=[O:16])=[O:15])=[CH:12][CH:13]=2)=[CH:4][CH:3]=1.[F:21][C:22]1[CH:23]=[C:24]([CH:27]=[CH:28][C:29]=1[N:30]1[CH2:35][CH2:34][NH:33][CH2:32][CH2:31]1)[CH:25]=[O:26], predict the reaction product. The product is: [F:21][C:22]1[CH:23]=[C:24]([CH:27]=[CH:28][C:29]=1[N:30]1[CH2:35][CH2:34][N:33]([C:18]([C:9]2[CH:10]=[C:11]([S:14]([CH3:17])(=[O:15])=[O:16])[CH:12]=[CH:13][C:8]=2[C:5]2[CH:4]=[CH:3][C:2]([F:1])=[CH:7][CH:6]=2)=[O:20])[CH2:32][CH2:31]1)[CH:25]=[O:26]. (5) The product is: [CH3:23][O:22][C:20](=[O:21])[CH2:19][C:18]1[C:9]2[C:10]([Cl:15])=[CH:11][C:12]([O:13][CH3:14])=[C:7]([Cl:6])[C:8]=2[S:16][CH:17]=1. Given the reactants S(O)(C)(=O)=O.[Cl:6][C:7]1[C:12]([O:13][CH3:14])=[CH:11][C:10]([Cl:15])=[CH:9][C:8]=1[S:16][CH2:17][C:18](=O)[CH2:19][C:20]([O:22][CH3:23])=[O:21], predict the reaction product. (6) Given the reactants [C:1]([C:5]1[CH:10]=[CH:9][C:8]([OH:11])=[CH:7][CH:6]=1)([CH3:4])([CH3:3])[CH3:2].C(N(CC)CC)C.Cl[P:20]1[O:24][C:23]([C:31]2[CH:36]=[CH:35][CH:34]=[CH:33][CH:32]=2)([C:25]2[CH:30]=[CH:29][CH:28]=[CH:27][CH:26]=2)[C:22]([C:43]2[CH:48]=[CH:47][CH:46]=[CH:45][CH:44]=2)([C:37]2[CH:42]=[CH:41][CH:40]=[CH:39][CH:38]=2)[O:21]1, predict the reaction product. The product is: [C:1]([C:5]1[CH:6]=[CH:7][C:8]([O:11][P:20]2[O:24][C:23]([C:31]3[CH:36]=[CH:35][CH:34]=[CH:33][CH:32]=3)([C:25]3[CH:26]=[CH:27][CH:28]=[CH:29][CH:30]=3)[C:22]([C:37]3[CH:38]=[CH:39][CH:40]=[CH:41][CH:42]=3)([C:43]3[CH:44]=[CH:45][CH:46]=[CH:47][CH:48]=3)[O:21]2)=[CH:9][CH:10]=1)([CH3:4])([CH3:2])[CH3:3]. (7) Given the reactants N1C=CC=CC=1.[CH2:7]1[C:15]2[C:10](=[CH:11][CH:12]=[CH:13][CH:14]=2)[CH2:9][NH:8]1.[F:16][C:17]([F:28])([F:27])[C:18](O[C:18](=[O:19])[C:17]([F:28])([F:27])[F:16])=[O:19], predict the reaction product. The product is: [CH2:7]1[C:15]2[C:10](=[CH:11][CH:12]=[CH:13][CH:14]=2)[CH2:9][N:8]1[C:18](=[O:19])[C:17]([F:28])([F:27])[F:16].